This data is from Orexin1 receptor HTS with 218,158 compounds and 233 confirmed actives. The task is: Binary Classification. Given a drug SMILES string, predict its activity (active/inactive) in a high-throughput screening assay against a specified biological target. (1) The drug is S(c1nn2c(n1)ncc(c2)C#N)C. The result is 0 (inactive). (2) The drug is O1CCN(CC1)c1c([N+]([O-])=O)cc(C(=O)Nc2c(N3CCN(CC3)C)cccc2)cc1. The result is 0 (inactive).